Predict the reactants needed to synthesize the given product. From a dataset of Full USPTO retrosynthesis dataset with 1.9M reactions from patents (1976-2016). (1) Given the product [CH:6]([O:5][CH:4]([CH3:3])[CH3:16])([CH3:7])[CH3:13].[C:10]([C:9]1[CH:12]=[CH:13][C:6]([O:5][CH2:4][CH:3]([OH:14])[CH2:2][NH:1][C:24](=[O:25])[O:26][C:27]([CH3:28])([CH3:29])[CH3:30])=[CH:7][CH:8]=1)#[N:11], predict the reactants needed to synthesize it. The reactants are: [NH2:1][CH2:2][CH:3]([OH:14])[CH2:4][O:5][C:6]1[CH:13]=[CH:12][C:9]([C:10]#[N:11])=[CH:8][CH:7]=1.O.[C:16](O[C:24]([O:26][C:27]([CH3:30])([CH3:29])[CH3:28])=[O:25])(OC(C)(C)C)=O.[Na+].[Cl-]. (2) Given the product [OH:12][N:13]1[C:19](=[O:20])[N:18]2[CH2:21][C@H:14]1[CH2:15][CH2:16][C@H:17]2[C:22]1[O:26][N:25]=[C:24]([CH:27]2[CH2:28][CH2:29][N:30]([C:33]([O:35][CH2:36][CH:37]3[C:49]4[CH:48]=[CH:47][CH:46]=[CH:45][C:44]=4[C:43]4[C:38]3=[CH:39][CH:40]=[CH:41][CH:42]=4)=[O:34])[CH2:31][CH2:32]2)[N:23]=1, predict the reactants needed to synthesize it. The reactants are: B(Cl)(Cl)Cl.C([O:12][N:13]1[C:19](=[O:20])[N:18]2[CH2:21][C@H:14]1[CH2:15][CH2:16][C@H:17]2[C:22]1[O:26][N:25]=[C:24]([CH:27]2[CH2:32][CH2:31][N:30]([C:33]([O:35][CH2:36][CH:37]3[C:49]4[CH:48]=[CH:47][CH:46]=[CH:45][C:44]=4[C:43]4[C:38]3=[CH:39][CH:40]=[CH:41][CH:42]=4)=[O:34])[CH2:29][CH2:28]2)[N:23]=1)C1C=CC=CC=1.CO. (3) Given the product [CH3:1][C:2]1[O:3][C:4]2[C:9]([C:10](=[O:12])[CH:11]=1)=[CH:8][CH:7]=[CH:6][C:5]=2[CH:13]=[C:17]([C:16](=[O:15])[CH3:22])[C:18]([O:20][CH3:21])=[O:19], predict the reactants needed to synthesize it. The reactants are: [CH3:1][C:2]1[O:3][C:4]2[C:9]([C:10](=[O:12])[CH:11]=1)=[CH:8][CH:7]=[CH:6][C:5]=2[CH:13]=O.[O:15]=[C:16]([CH3:22])[CH2:17][C:18]([O:20][CH3:21])=[O:19].C(O)(=O)C.N1CCCCC1. (4) Given the product [Br:38][C:39]1[CH:40]=[C:41]([C:52]([F:54])([F:55])[F:53])[C:42]2[N:43]([C:45]([Cl:51])=[C:46]([C:48]([N:16]3[CH2:17][CH2:18][C@@H:19]([N:20]4[C:24](=[O:25])[CH2:23][O:22][C:21]4=[O:26])[C@H:14]([O:13][Si:12]([C:9]([CH3:8])([CH3:10])[CH3:11])([CH3:28])[CH3:27])[CH2:15]3)=[O:49])[N:47]=2)[CH:44]=1, predict the reactants needed to synthesize it. The reactants are: OC(C(F)(F)F)=O.[CH3:8][C:9]([Si:12]([CH3:28])([CH3:27])[O:13][C@H:14]1[C@H:19]([N:20]2[C:24](=[O:25])[CH2:23][O:22][C:21]2=[O:26])[CH2:18][CH2:17][NH:16][CH2:15]1)([CH3:11])[CH3:10].CCN(C(C)C)C(C)C.[Br:38][C:39]1[CH:40]=[C:41]([C:52]([F:55])([F:54])[F:53])[C:42]2[N:43]([C:45]([Cl:51])=[C:46]([C:48](O)=[O:49])[N:47]=2)[CH:44]=1.CN(C(ON1N=NC2C=CC=NC1=2)=[N+](C)C)C.F[P-](F)(F)(F)(F)F. (5) Given the product [F:16][C:13]([F:14])([F:15])[C:7]1[CH:6]=[CH:5][C:4]2[C:3]([OH:2])=[CH:12][CH:11]=[CH:10][C:9]=2[N:8]=1, predict the reactants needed to synthesize it. The reactants are: C[O:2][C:3]1[CH:12]=[CH:11][CH:10]=[C:9]2[C:4]=1[CH:5]=[CH:6][C:7]([C:13]([F:16])([F:15])[F:14])=[N:8]2.B(Br)(Br)Br.O. (6) The reactants are: [CH3:1][O:2][C:3]1[CH:4]=[C:5]([N:9]2[CH2:14][CH2:13][NH:12][CH2:11][CH2:10]2)[CH:6]=[CH:7][CH:8]=1.[C:15]1([C:23]2[CH:28]=[CH:27][CH:26]=[CH:25][CH:24]=2)[C:16]([CH:21]=O)=[CH:17][CH:18]=[CH:19][CH:20]=1.[BH-](OC(C)=O)(OC(C)=O)OC(C)=O.[Na+].C1(C2C=CC=CC=2)C=CC=CC=1CN1CCN(C2C=CC=CC=2)CC1. Given the product [C:15]1([C:23]2[CH:24]=[CH:25][CH:26]=[CH:27][CH:28]=2)[CH:20]=[CH:19][CH:18]=[CH:17][C:16]=1[CH2:21][N:12]1[CH2:13][CH2:14][N:9]([C:5]2[CH:6]=[CH:7][CH:8]=[C:3]([O:2][CH3:1])[CH:4]=2)[CH2:10][CH2:11]1, predict the reactants needed to synthesize it.